From a dataset of Experimentally validated miRNA-target interactions with 360,000+ pairs, plus equal number of negative samples. Binary Classification. Given a miRNA mature sequence and a target amino acid sequence, predict their likelihood of interaction. (1) The miRNA is hsa-miR-3943 with sequence UAGCCCCCAGGCUUCACUUGGCG. The protein sequence of the target gene is MPTVEELYRNYGILADATEQVGQHKDAYQVILDGVKGGTKEKRLAAQFIPKFFKHFPELADSAINAQLDLCEDEDVSIRRQAIKELPQFATGENLPRVADILTQLLQTDDSAEFNLVNNALLSIFKMDAKGTLGGLFSQILQGEDIVRERAIKFLSTKLKTLPDEVLTKEVEELILTESKKVLEDVTGEEFVLFMKILSGLKSLQTVSGRQQLVELVAEQADLEQTFNPSDPDCVDRLLQCTRQAVPLFSKNVHSTRFVTYFCEQVLPNLGTLTTPVEGLDIQLEVLKLLAEMSSFCGDM.... Result: 0 (no interaction). (2) The miRNA is hsa-miR-4421 with sequence ACCUGUCUGUGGAAAGGAGCUA. The protein sequence of the target gene is MPIPPPPPPPPGPPPPPTFHQANTEQPKLSRDEQRGRGALLQDICKGTKLKKVTNINDRSAPILEKPKGSSGGYGSGGAALQPKGGLFQGGVLKLRPVGAKDGSENLAGKPALQIPSSRAAAPRPPVSAASGRPQDDTDSSRASLPELPRMQRPSLPDLSRPNTTSSTGMKHSSSAPPPPPPGRRANAPPTPLPMHSSKAPAYNREKPLPPTPGQRLHPGREGPPAPPPVKPPPSPVNIRTGPSGQSLAPPPPPYRQPPGVPNGPSSPTNESAPELPQRHNSLHRKTPGPVRGLAPPPPT.... Result: 1 (interaction). (3) The miRNA is hsa-miR-548b-5p with sequence AAAAGUAAUUGUGGUUUUGGCC. The protein sequence of the target gene is MDPGQQPPPQPAPQGQGQPPSQPPQGQGPPSGPGQPAPAATQAAPQAPPAGHQIVHVRGDSETDLEALFNAVMNPKTANVPQTVPMRLRKLPDSFFKPPEPKSHSRQASTDAGTAGALTPQHVRAHSSPASLQLGAVSPGTLTPTGVVSGPAATPTAQHLRQSSFEIPDDVPLPAGWEMAKTSSGQRYFLNHIDQTTTWQDPRKAMLSQMNVTAPTSPPVQQNMMNSASGPLPDGWEQAMTQDGEIYYINHKNKTTSWLDPRLDPRFAMNQRISQSAPVKQPPPLAPQSPQGGVMGGSNS.... Result: 1 (interaction). (4) The miRNA is hsa-miR-6852-5p with sequence CCCUGGGGUUCUGAGGACAUG. The protein sequence of the target gene is MDGLPGRALGAACLLLLAAGWLGPEAWGSPTPPPTPAAPPPPPPPGSPGGSQDTCTSCGGFRRPEELGRVDGDFLEAVKRHILSRLQMRGRPNITHAVPKAAMVTALRKLHAGKVREDGRVEIPHLDGHASPGADGQERVSEIISFAETDGLASSRVRLYFFISNEGNQNLFVVQASLWLYLKLLPYVLEKGSRRKVRVKVYFQEQGHGDRWNMVEKRVDLKRSGWHTFPLTEAIQALFERGERRLNLDVQCDSCQELAVVPVFVDPGEESHRPFVVVQARLGDSRHRIRKRGLECDGRT.... Result: 0 (no interaction). (5) The miRNA is hsa-miR-6499-3p with sequence AGCAGUGUUUGUUUUGCCCACA. The protein sequence of the target gene is MAAAGLVAVAAAAEYSGTVASGGNLPGVHCGPSSGAGPGFGPGSWSRSLDRALEEAAVTGVLSLSGRKLREFPRGAANHDLTDTTRADLSRNRLSEIPIEACHFVSLENLNLYQNCIRYIPEAILNLQALTFLNISRNQLSTLPVHLCNLPLKVLIASNNKLVSLPEEIGHLRHLMELDVSCNEIQTIPSQIGNLEALRDLNVRRNHLVHLPEELAELPLIRLDFSCNKITTIPVCYRNLRHLQTITLDNNPLQSPPAQICIKGKVHIFKYLNIQACKIAPDLPDYDRRPLGFGSCHEEL.... Result: 1 (interaction). (6) Result: 0 (no interaction). The miRNA is hsa-miR-1260b with sequence AUCCCACCACUGCCACCAU. The protein sequence of the target gene is MAPPTCRLLSAALVLLLLLATNHQATGAVVASELRCQCLNTLPRVDFETIQSLTVTPPGPHCTQTEVIATLKDGQEVCLNPQGPRLQIIIKKILKSGKSS. (7) The miRNA is hsa-miR-5700 with sequence UAAUGCAUUAAAUUAUUGAAGG. The protein sequence of the target gene is MASVALEDVAVNFTREEWALLGPCQKNLYKDVMQETIRNLDCVVMKWKDQNIEDQYRYPRKNLRCRMLERFVESKDGTQCGETSSQIQDSIVTKNTLPGVGPCESSMRGEKVMGHSSLNCYIRVGAGHKPHEYHECGEKPDTHKQRGKAFSYHNSFQTHERLHTGKKPYDCKECGKSFSSLGNLQRHMAVQRGDGPYKCKLCGKAFFWPSLLHMHERTHTGEKPYECKQCSKAFSFYSSYLRHERTHTGEKPYECKQCSKAFPFYSSYLRHERTHTGEKPYKCKQCSKAFPDSSSCLIHE.... Result: 1 (interaction). (8) Result: 0 (no interaction). The protein sequence of the target gene is MAFPEPKPRAPELPQKRMKTLDCSQGAVRAVRFNVDGNYCLTCGSDKTLKLWNPLRGTLLRTYSGHGYEVLDAAGSFDNSHLCSGGGDKTVVLWDVATGQVVRKFRGHAGKVNTVQFNEEATVILSGSIDSSVRCWDCRSRKPEPVQTLDEARDGISSVKVSDHEILAGSVDGRVRRYDLRMGQVSSDYVGSPITCTCFSRDGQCTLISSLDSTLRLLDKDTGELLGEYVGHKNQQYKLDCCLSERDTHVVSCSEDGKVFFWDLVEGALALALPVGSNVVQSLAYHPTEPCLLTAMGGSI.... The miRNA is hsa-miR-4260 with sequence CUUGGGGCAUGGAGUCCCA.